From a dataset of Catalyst prediction with 721,799 reactions and 888 catalyst types from USPTO. Predict which catalyst facilitates the given reaction. (1) Product: [Cl:1][C:2]1[C:3]([C:17]2[C:25]3[C:20](=[CH:21][CH:22]=[CH:23][CH:24]=3)[N:19]([S:26]([C:29]3[CH:34]=[CH:33][CH:32]=[CH:31][CH:30]=3)(=[O:28])=[O:27])[CH:18]=2)=[N:4][C:5]([NH:8][CH:9]2[CH2:12][C:11]3([CH2:13][CH:14]([NH:16][C:49](=[O:50])[C:48]4[CH:47]=[CH:46][C:45]([N+:42]([O-:44])=[O:43])=[CH:53][CH:52]=4)[CH2:15]3)[CH2:10]2)=[N:6][CH:7]=1. Reactant: [Cl:1][C:2]1[C:3]([C:17]2[C:25]3[C:20](=[CH:21][CH:22]=[CH:23][CH:24]=3)[N:19]([S:26]([C:29]3[CH:34]=[CH:33][CH:32]=[CH:31][CH:30]=3)(=[O:28])=[O:27])[CH:18]=2)=[N:4][C:5]([NH:8][CH:9]2[CH2:12][C:11]3([CH2:15][CH:14]([NH2:16])[CH2:13]3)[CH2:10]2)=[N:6][CH:7]=1.CCN(CC)CC.[N+:42]([C:45]1[CH:53]=[CH:52][C:48]([C:49](Cl)=[O:50])=[CH:47][CH:46]=1)([O-:44])=[O:43]. The catalyst class is: 2. (2) Reactant: [CH:1]1([CH:4]([OH:45])[CH2:5][O:6][C@H:7]2[CH2:12][CH2:11][C@H:10]([N:13]3[C:18](=[O:19])[C:17]([CH2:20][C:21]4[CH:26]=[CH:25][C:24]([C:27]5[CH:32]=[CH:31][CH:30]=[CH:29][C:28]=5[C:33]5[NH:37][C:36](=[O:38])[O:35][N:34]=5)=[CH:23][CH:22]=4)=[C:16]([CH2:39][CH2:40][CH3:41])[N:15]4[N:42]=[CH:43][CH:44]=[C:14]34)[CH2:9][CH2:8]2)[CH2:3][CH2:2]1.CC(OI1(OC(C)=O)(OC(C)=O)OC(=O)C2C1=CC=CC=2)=O.C(OCC)(=O)C.S([O-])([O-])(=O)=S.[Na+].[Na+]. Product: [CH:1]1([C:4](=[O:45])[CH2:5][O:6][C@H:7]2[CH2:8][CH2:9][C@H:10]([N:13]3[C:18](=[O:19])[C:17]([CH2:20][C:21]4[CH:26]=[CH:25][C:24]([C:27]5[CH:32]=[CH:31][CH:30]=[CH:29][C:28]=5[C:33]5[NH:37][C:36](=[O:38])[O:35][N:34]=5)=[CH:23][CH:22]=4)=[C:16]([CH2:39][CH2:40][CH3:41])[N:15]4[N:42]=[CH:43][CH:44]=[C:14]34)[CH2:11][CH2:12]2)[CH2:2][CH2:3]1. The catalyst class is: 34. (3) Reactant: C(Cl)(Cl)Cl.[Cl:5][C:6]1[CH:7]=[C:8]([C:13]2(Cl)[CH:17]([OH:18])[C:16]([C:19]([CH3:21])=[O:20])=[C:15](Cl)[S:14]2)[CH:9]=[CH:10][C:11]=1[Cl:12].S(Cl)(Cl)(=O)=O.O. Product: [Cl:5][C:6]1[CH:7]=[C:8]([C:13]2[S:14][CH:15]=[C:16]([C:19]([CH3:21])=[O:20])[C:17]=2[OH:18])[CH:9]=[CH:10][C:11]=1[Cl:12]. The catalyst class is: 41.